Dataset: Human Reference Interactome with 51,813 positive PPI pairs across 8,248 proteins, plus equal number of experimentally-validated negative pairs. Task: Binary Classification. Given two protein amino acid sequences, predict whether they physically interact or not. (1) Protein 1 (ENSG00000123349) has sequence MAQSINITELNLPQLEMLKNQLDQEVEFLSTSIAQLKVVQTKYVEAKDCLNVLNKSNEDVCPWEAA*MAQSINITELNLPQLEMLKNQLDQEVEFLSTSIAQLKVVQTKYVEAKDCLNVLNKSNEGKELLVPLTSSMYVPGKLHDVEHVLIDVGTGYYVEKTAEDAKDFFKRKIDFLTKQMEKIQPALQEKHAMKQAVMEMMSQKIQQLTALGAAQATAKA*MAQSINITELNLPQLEMLKNQLDQMYVPGKLHDVEHVLIDVGTGYYVEKTAEDAKDFFKRKIDFLTKQMEKIQPALQE.... Protein 2 (ENSG00000170615) has sequence MDHAEENEILAATQRYYVERPIFSHPVLQERLHTKDKVPDSIADKLKQAFTCTPKKIRNIIYMFLPITKWLPAYKFKEYVLGDLVSGISTGVLQLPQGLAFAMLAAVPPIFGLYSSFYPVIMYCFLGTSRHISIGPFAVISLMIGGVAVRLVPDDIVIPGGVNATNGTEARDALRVKVAMSVTLLSGIIQFCLGVCRFGFVAIYLTEPLVRGFTTAAAVHVFTSMLKYLFGVKTKRYSGIFSVVYSTVAVLQNVKNLNVCSLGVGLMVFGLLLGGKEFNERFKEKLPAPIPLEFFAVVMG.... Result: 0 (the proteins do not interact). (2) Protein 1 (ENSG00000063854) has sequence MVVGRGLLGRRSLAALGAACARRGLGPALLGVFCHTDLRKNLTVDEGTMKVEVLPALTDNYMYLVIDDETKEAAIVDPVQPQKVVDAARKHGVKLTTVLTTHHHWDHAGGNEKLVKLESGLKVYGGDDRIGALTHKITHLSTLQVGSLNVKCLATPCHTSGHICYFVSKPGGSEPPAVFTGDTLFVAGCGKFYEGTADEMCKALLEVLGRLPPDTRVYCGHEYTINNLKFARHVEPGNAAIREKLAWAKEKYSIGEPTVPSTLAEEFTYNPFMRVREKTVQQHAGETDPVTTMRAVRREK.... Protein 2 (ENSG00000128383) has sequence MEASPASGPRHLMDPHIFTSNFNNGIGRHKTYLCYEVERLDNGTSVKMDQHRGFLHNQAKNLLCGFYGRHAELRFLDLVPSLQLDPAQIYRVTWFISWSPCFSWGCAGEVRAFLQENTHVRLRIFAARIYDYDPLYKEALQMLRDAGAQVSIMTYDEFKHCWDTFVDHQGCPFQPWDGLDEHSQALSGRLRAILQNQGN*. Result: 1 (the proteins interact). (3) Protein 1 (ENSG00000113621) has sequence MVPAAGRRPPRVMRLLGWWQVLLWVLGLPVRGVEVAEESGRLWSEEQPAHPLQVGAVYLGEEELLHDPMGQDRAAEEANAVLGLDTQGDHMVMLSVIPGEAEDKVSSEPSGVTCGAGGAEDSRCNVRESLFSLDGAGAHFPDREEEYYTEPEVAESDAAPTEDSNNTESLKSPKVNCEERNITGLENFTLKILNMSQDLMDFLNPNGSDCTLVLFYTPWCRFSASLAPHFNSLPRAFPALHFLALDASQHSSLSTRFGTVAVPNILLFQGAKPMARFNHTDRTLETLKIFIFNQTGIEAK.... Protein 2 (ENSG00000065534) has sequence MGDVKLVASSHISKTSLSVDPSRVDSMPLTEAPAFILPPRNLCIKEGATAKFEGRVRGYPEPQVTWHRNGQPITSGGRFLLDCGIRGTFSLVIHAVHEEDRGKYTCEATNGSGARQVTVELTVEGSFAKQLGQPVVSKTLGDRFSAPAVETRPSIWGECPPKFATKLGRVVVKEGQMGRFSCKITGRPQPQVTWLKGNVPLQPSARVSVSEKNGMQVLEIHGVNQDDVGVYTCLVVNGSGKASMSAELSIQGLDSANRSFVRETKATNSDVRKEVTNVISKESKLDSLEAAAKSKNCSSP.... Result: 0 (the proteins do not interact). (4) Protein 1 (ENSG00000170631) has sequence MPSLRTRREEAEMELSVPGPSPWTPAAQARVRDAPAVTHPGSAACGTPCCSDTELEAICPHYQQPDCDTRTEDKEFLHKEDIHEDLESQAEISENYAGDVSQVPELGDLCDDVSERDWGVPEGRRLPQSLSQEGDFTPAAMGLLRGPLGEKDLDCNGFDSRFSLSPNLMACQEIPTEERPHPYDMGGQSFQHSVDLTGHEGVPTAESPLICNECGKTFQGNPDLIQRQIVHTGEASFMCDDCGKTFSQNSVLKNRHRSHMSEKAYQCSECGKAFRGHSDFSRHQSHHSSERPYMCNECGK.... Protein 2 (ENSG00000065883) has sequence MPSSSDTALGGGGGLSWAEKKLEERRKRRRFLSPQQPPLLLPLLQPQLLQPPPPPPPLLFLAAPGTAAAAAAAAAASSSCFSPGPPLEVKRLARGKRRAGGRQKRRRGPRAGQEAEKRRVFSLPQPQQDGGGGASSGGGVTPLVEYEDVSSQSEQGLLLGGASAATAATAAGGTGGSGGSPASSSGTQRRGEGSERRPRRDRRSSSGRSKERHREHRRRDGQRGGSEASKSRSRHSHSGEERAEVAKSGSSSSSGGRRKSASATSSSSSSRKDRDSKAHRSRTKSSKEPPSAYKEPPKAY.... Result: 0 (the proteins do not interact). (5) Protein 1 (ENSG00000150873) has sequence MGSHPTPGLQRTTSAGYRLPPTRPPASVSPAARGGPMASRGLAGGCQAPQALKAQRVAQGAACDGVQQDQLWRELLEAERRGQQRWIQNWSFLKDYDPMGNKKEPEKLPDHVPLFSDTVPSSTNQVVGSRLDTPLGQTLIRMDFFFTEGARKKKLEDQMQPI*. Protein 2 (ENSG00000131746) has sequence MSQVMSSPLLAGGHAVSLAPCDEPRRTLHPAPSPSLPPQCSYYTTEGWGAQALMAPVPCMGPPGRLQQAPQVEAKATCFLPSPGEKALGTPEDLDSYIDFSLESLNQMILELDPTFQLLPPGTGGSQAELAQSTMSMRKKEESEALDIKYIEVTSARSRCHDGPQHCSSPSVTPPFGSLRSGGLLLSRDVPRETRSSSESLIFSGNQGRGHQRPLPPSEGLSPRPPNSPSISIPCMGSKASSPHGLGSPLVASPRLEKRLGGLAPQRGSRISVLSASPVSDVSYMFGSSQSLLHSSNSSH.... Result: 0 (the proteins do not interact).